From a dataset of Reaction yield outcomes from USPTO patents with 853,638 reactions. Predict the reaction yield, written as a fraction of the theoretical maximum amount of product (1.0 means a 100% yield; for example, 0.34 means a 34% yield). (1) The reactants are C[Si](C)(C)[O-].[K+].[CH:7]1([S:10]([N:13]2[C:17]3[C:18]4[O:22][CH:21]=[CH:20][C:19]=4[C:23]([F:26])=[C:24]([F:25])[C:16]=3[N:15]([C:27]3[CH:32]=[CH:31][C:30]([I:33])=[CH:29][C:28]=3[F:34])C2=O)(=[O:12])=[O:11])[CH2:9][CH2:8]1.C(OCC)(=O)C. The catalyst is C1COCC1.CCCCCC.C(Cl)Cl. The product is [F:26][C:23]1[C:19]2[CH:20]=[CH:21][O:22][C:18]=2[C:17]([NH:13][S:10]([CH:7]2[CH2:8][CH2:9]2)(=[O:12])=[O:11])=[C:16]([NH:15][C:27]2[CH:32]=[CH:31][C:30]([I:33])=[CH:29][C:28]=2[F:34])[C:24]=1[F:25]. The yield is 0.660. (2) The reactants are [CH3:1][O:2][C:3]1[CH:12]=[CH:11][C:6]2[N:7]=[C:8]([NH2:10])[S:9][C:5]=2[CH:4]=1.Cl.[C:14]([Cl:22])(=[O:21])[C:15]1[CH:20]=[CH:19][CH:18]=[N:17][CH:16]=1. The catalyst is C(O)C.Cl. The product is [ClH:22].[CH3:1][O:2][C:3]1[CH:12]=[CH:11][C:6]2[N:7]=[C:8]([NH:10][C:14](=[O:21])[C:15]3[CH:20]=[CH:19][CH:18]=[N:17][CH:16]=3)[S:9][C:5]=2[CH:4]=1. The yield is 0.790.